Dataset: Forward reaction prediction with 1.9M reactions from USPTO patents (1976-2016). Task: Predict the product of the given reaction. (1) Given the reactants C(=O)([O-])[O-].[K+].[K+].[N+:7]([C:10]1[CH:17]=[CH:16][C:13]([CH2:14]Br)=[CH:12][CH:11]=1)([O-:9])=[O:8].[NH:18]1[CH:22]=[CH:21][N:20]=[CH:19]1, predict the reaction product. The product is: [N+:7]([C:10]1[CH:17]=[CH:16][C:13]([CH2:14][N:18]2[CH:22]=[CH:21][N:20]=[CH:19]2)=[CH:12][CH:11]=1)([O-:9])=[O:8]. (2) Given the reactants Br[CH2:2][CH2:3][CH2:4][CH2:5][CH2:6][CH2:7][CH2:8][CH2:9][CH2:10][CH2:11][C:12]([O:14][CH3:15])=[O:13].[N-:16]=[N+:17]=[N-:18].[Na+], predict the reaction product. The product is: [CH3:15][O:14][C:12](=[O:13])[CH2:11][CH2:10][CH2:9][CH2:8][CH2:7][CH2:6][CH2:5][CH2:4][CH2:3][CH2:2][N:16]=[N+:17]=[N-:18].